This data is from Catalyst prediction with 721,799 reactions and 888 catalyst types from USPTO. The task is: Predict which catalyst facilitates the given reaction. (1) Reactant: C([Li])CCC.Br[C:7]1[S:11][C:10]([CH:12]2[O:16][CH2:15][CH2:14][O:13]2)=[CH:9][CH:8]=1.[F:17][C:18]1[CH:19]=[C:20]([CH:23]=[CH:24][CH:25]=1)[CH2:21]Br.O. Product: [F:17][C:18]1[CH:19]=[C:20]([CH:23]=[CH:24][CH:25]=1)[CH2:21][C:7]1[S:11][C:10]([CH:12]2[O:16][CH2:15][CH2:14][O:13]2)=[CH:9][CH:8]=1. The catalyst class is: 54. (2) Reactant: [Cl:1][C:2]1[CH:3]=[C:4]([CH:43]=[CH:44][CH:45]=1)[CH2:5][C:6]1[C:14]2[C:9](=[N:10][CH:11]=[C:12]([C:15]3[CH:20]=[CH:19][C:18]([NH:21][C:22]([N:24]4[CH2:29][CH2:28][O:27][CH2:26][CH2:25]4)=[O:23])=[C:17]([C:30](=[O:34])[N:31]([CH3:33])[CH3:32])[CH:16]=3)[CH:13]=2)[N:8](COC(=O)C(C)(C)C)[N:7]=1.[OH-].[Na+]. Product: [Cl:1][C:2]1[CH:3]=[C:4]([CH:43]=[CH:44][CH:45]=1)[CH2:5][C:6]1[C:14]2[C:9](=[N:10][CH:11]=[C:12]([C:15]3[CH:20]=[CH:19][C:18]([NH:21][C:22]([N:24]4[CH2:25][CH2:26][O:27][CH2:28][CH2:29]4)=[O:23])=[C:17]([C:30](=[O:34])[N:31]([CH3:32])[CH3:33])[CH:16]=3)[CH:13]=2)[NH:8][N:7]=1. The catalyst class is: 83. (3) Reactant: [CH2:1]([O:19][C@H:20]([CH2:31][O:32][CH2:33][CH2:34][CH2:35][CH2:36][CH2:37][CH2:38][CH2:39][CH2:40][CH2:41][CH2:42][CH2:43][CH2:44][CH2:45][CH2:46][CH2:47][CH2:48][CH2:49][CH3:50])[CH2:21][CH2:22][O:23]CC1C=CC=CC=1)[CH2:2][CH2:3][CH2:4][CH2:5][CH2:6][CH2:7][CH2:8][CH2:9][CH2:10][CH2:11][CH2:12][CH2:13][CH2:14][CH2:15][CH2:16][CH2:17][CH3:18]. Product: [CH2:1]([O:19][C@H:20]([CH2:31][O:32][CH2:33][CH2:34][CH2:35][CH2:36][CH2:37][CH2:38][CH2:39][CH2:40][CH2:41][CH2:42][CH2:43][CH2:44][CH2:45][CH2:46][CH2:47][CH2:48][CH2:49][CH3:50])[CH2:21][CH2:22][OH:23])[CH2:2][CH2:3][CH2:4][CH2:5][CH2:6][CH2:7][CH2:8][CH2:9][CH2:10][CH2:11][CH2:12][CH2:13][CH2:14][CH2:15][CH2:16][CH2:17][CH3:18]. The catalyst class is: 78. (4) Reactant: [C:1]([C:4]1[S:5][C:6]([S:14][CH3:15])=[C:7]2[C:12](=[O:13])[CH2:11][CH2:10][CH2:9][C:8]=12)(=[O:3])[CH3:2].CO[CH:18](OC)[N:19]([CH3:21])[CH3:20].N1CC[CH2:26][CH2:25]1. Product: [CH3:15][S:14][C:6]1[S:5][C:4]([C:1](=[O:3])/[CH:2]=[CH:21]/[N:19]2[CH2:18][CH2:26][CH2:25][CH2:20]2)=[C:8]2[CH2:9][CH2:10][CH2:11][C:12](=[O:13])[C:7]=12. The catalyst class is: 4. (5) Reactant: [NH2:1][C:2]1[CH:3]=[CH:4][C:5]([CH3:20])=[C:6]([CH:19]=1)/[CH:7]=[CH:8]/[C:9]1[C:13]2[N:14]=[CH:15][N:16]=[C:17]([NH2:18])[C:12]=2[S:11][CH:10]=1.[CH3:21][C:22]1[N:23]=[CH:24][N:25]([C:27]2[CH:28]=[C:29]([CH:33]=[C:34]([C:36]([F:39])([F:38])[F:37])[CH:35]=2)[C:30](O)=[O:31])[CH:26]=1.CN(C(ON1N=NC2C=CC=NC1=2)=[N+](C)C)C.F[P-](F)(F)(F)(F)F. Product: [NH2:18][C:17]1[C:12]2[S:11][CH:10]=[C:9](/[CH:8]=[CH:7]/[C:6]3[CH:19]=[C:2]([NH:1][C:30](=[O:31])[C:29]4[CH:33]=[C:34]([C:36]([F:37])([F:38])[F:39])[CH:35]=[C:27]([N:25]5[CH:26]=[C:22]([CH3:21])[N:23]=[CH:24]5)[CH:28]=4)[CH:3]=[CH:4][C:5]=3[CH3:20])[C:13]=2[N:14]=[CH:15][N:16]=1. The catalyst class is: 39. (6) Reactant: [C:1](=O)([O-])[O-].[K+].[K+].CI.[CH3:9][C:10]1[N:15]=[C:14]([N+:16]([O-:18])=[O:17])[C:13]([OH:19])=[CH:12][CH:11]=1.C(OC(=O)C)C. Product: [CH3:1][O:19][C:13]1[C:14]([N+:16]([O-:18])=[O:17])=[N:15][C:10]([CH3:9])=[CH:11][CH:12]=1. The catalyst class is: 18. (7) Reactant: [Br:1][C:2]1[CH:3]=[CH:4][C:5]([O:12]C)=[C:6]([NH:8][C:9]([NH2:11])=[O:10])[CH:7]=1.B(Br)(Br)Br.C(OCC)C. The catalyst class is: 4. Product: [Br:1][C:2]1[CH:3]=[CH:4][C:5]([OH:12])=[C:6]([NH:8][C:9]([NH2:11])=[O:10])[CH:7]=1. (8) Reactant: CO[C:3]([C:5]1[CH:14]=[CH:13][C:12]2[CH2:11][CH2:10][CH:9]([NH2:15])[CH2:8][C:7]=2[CH:6]=1)=[O:4].[F:16][C:17]1[CH:22]=[C:21]([F:23])[CH:20]=[CH:19][C:18]=1[S:24](Cl)(=[O:26])=[O:25].[OH:28][NH2:29].[OH-].[K+]. Product: [OH:28][NH:29][C:3]([C:5]1[CH:14]=[CH:13][C:12]2[CH2:11][CH2:10][CH:9]([NH:15][S:24]([C:18]3[CH:19]=[CH:20][C:21]([F:23])=[CH:22][C:17]=3[F:16])(=[O:26])=[O:25])[CH2:8][C:7]=2[CH:6]=1)=[O:4]. The catalyst class is: 4. (9) Reactant: [CH2:1]([Li])CCC.C(NC(C)C)(C)C.[C:13]1([S:19]([N:22]2[C:30]3[C:25](=[C:26]([C:31]([F:34])([F:33])[F:32])[CH:27]=[CH:28][CH:29]=3)[CH:24]=[CH:23]2)(=[O:21])=[O:20])[CH:18]=[CH:17][CH:16]=[CH:15][CH:14]=1.CI.[Cl-].[NH4+]. Product: [C:13]1([S:19]([N:22]2[C:30]3[C:25](=[C:26]([C:31]([F:33])([F:34])[F:32])[CH:27]=[CH:28][CH:29]=3)[CH:24]=[C:23]2[CH3:1])(=[O:21])=[O:20])[CH:14]=[CH:15][CH:16]=[CH:17][CH:18]=1. The catalyst class is: 7. (10) Reactant: [Cl:1][C:2]1[C:3]([NH:18][CH3:19])=[N:4][C:5]([NH:8][C:9]2[N:13]([CH3:14])[N:12]=[C:11]([C:15]([OH:17])=O)[CH:10]=2)=[N:6][CH:7]=1.CN(C(ON1N=NC2C1=CC=CC=2)=[N+](C)C)C.F[P-](F)(F)(F)(F)F.C(N(C(C)C)CC)(C)C.[NH:53]1[CH2:58][CH2:57][O:56][CH2:55][CH2:54]1. Product: [Cl:1][C:2]1[C:3]([NH:18][CH3:19])=[N:4][C:5]([NH:8][C:9]2[N:13]([CH3:14])[N:12]=[C:11]([C:15]([N:53]3[CH2:58][CH2:57][O:56][CH2:55][CH2:54]3)=[O:17])[CH:10]=2)=[N:6][CH:7]=1. The catalyst class is: 9.